Dataset: Clinical trial toxicity outcomes and FDA approval status for drugs. Task: Regression/Classification. Given a drug SMILES string, predict its toxicity properties. Task type varies by dataset: regression for continuous values (e.g., LD50, hERG inhibition percentage) or binary classification for toxic/non-toxic outcomes (e.g., AMES mutagenicity, cardiotoxicity, hepatotoxicity). Dataset: clintox. (1) The molecule is [NH3+]CCCCCC(=O)[O-]. The result is 0 (passed clinical trial). (2) The molecule is c1ccc(CN(CC2=[NH+]CCN2)c2ccccc2)cc1. The result is 0 (passed clinical trial).